This data is from Reaction yield outcomes from USPTO patents with 853,638 reactions. The task is: Predict the reaction yield, written as a fraction of the theoretical maximum amount of product (1.0 means a 100% yield; for example, 0.34 means a 34% yield). (1) The product is [Cl:25][C:11]1[C:10]2[C:5](=[CH:6][C:7]([C:13]3[CH:18]=[CH:17][C:16]([S:19]([CH3:22])(=[O:21])=[O:20])=[CH:15][CH:14]=3)=[CH:8][CH:9]=2)[N:4]=[N:3][C:2]=1[I:1]. The reactants are [I:1][C:2]1[C:11](=O)[C:10]2[C:5](=[CH:6][C:7]([C:13]3[CH:18]=[CH:17][C:16]([S:19]([CH3:22])(=[O:21])=[O:20])=[CH:15][CH:14]=3)=[CH:8][CH:9]=2)[NH:4][N:3]=1.O=P(Cl)(Cl)[Cl:25]. The yield is 0.690. No catalyst specified. (2) The reactants are [CH2:1]([C:5]1[N:6]=[C:7]([CH3:27])[NH:8][C:9](=[O:26])[C:10]=1[CH2:11][C:12]1[CH:17]=[CH:16][C:15]([C:18]2[C:19]([C:24]#[N:25])=[CH:20][CH:21]=[CH:22][CH:23]=2)=[CH:14][CH:13]=1)[CH2:2][CH2:3][CH3:4].[H-].[Na+].I[CH2:31][CH2:32][CH2:33][CH3:34].[Cl-].O[NH3+:37].[C:38](=[O:41])([O-])[OH:39].[Na+]. The catalyst is C(OCC)(=O)C.CS(C)=O.CN(C)C=O. The product is [CH2:31]([N:8]1[C:9](=[O:26])[C:10]([CH2:11][C:12]2[CH:17]=[CH:16][C:15]([C:18]3[CH:23]=[CH:22][CH:21]=[CH:20][C:19]=3[C:24]3[NH:37][C:38](=[O:41])[O:39][N:25]=3)=[CH:14][CH:13]=2)=[C:5]([CH2:1][CH2:2][CH2:3][CH3:4])[N:6]=[C:7]1[CH3:27])[CH2:32][CH2:33][CH3:34]. The yield is 0.420.